From a dataset of Catalyst prediction with 721,799 reactions and 888 catalyst types from USPTO. Predict which catalyst facilitates the given reaction. (1) Reactant: [F-].[Cs+].Cl[C:4]1[C:9]([O:10][CH3:11])=[CH:8][N:7]=[C:6]([C:12]2[CH:17]=[CH:16][CH:15]=[CH:14]C=2)[N:5]=1.Cl.[F:19][C:20]1[CH:21]=[C:22]([C:26]2[CH:40]=[CH:39][C:29]([C:30]([NH:32][CH:33]3[CH2:38][CH2:37][NH:36][CH2:35][CH2:34]3)=[O:31])=[CH:28][N:27]=2)[CH:23]=[CH:24][CH:25]=1.C([N:43](CC)CC)C. Product: [F:19][C:20]1[CH:21]=[C:22]([C:26]2[CH:40]=[CH:39][C:29]([C:30]([NH:32][CH:33]3[CH2:34][CH2:35][N:36]([C:4]4[C:9]([O:10][CH3:11])=[CH:8][N:7]=[C:6]([C:12]5[CH:17]=[CH:16][CH:15]=[CH:14][N:43]=5)[N:5]=4)[CH2:37][CH2:38]3)=[O:31])=[CH:28][N:27]=2)[CH:23]=[CH:24][CH:25]=1. The catalyst class is: 3. (2) Reactant: Cl[CH2:2][C:3]([NH:5][CH:6]1[CH2:11][CH2:10][N:9]([CH2:12][C:13]2[CH:17]=[CH:16][N:15]([C:18]3[CH:23]=[CH:22][C:21]([C:24]([F:27])([F:26])[F:25])=[CH:20][CH:19]=3)[CH:14]=2)[CH2:8][CH2:7]1)=[O:4].[F:28][C:29]1[CH:30]=[C:31]([OH:36])[CH:32]=[C:33]([F:35])[CH:34]=1.CC(C)([O-])C.[K+]. Product: [F:28][C:29]1[CH:30]=[C:31]([CH:32]=[C:33]([F:35])[CH:34]=1)[O:36][CH2:2][C:3]([NH:5][CH:6]1[CH2:11][CH2:10][N:9]([CH2:12][C:13]2[CH:17]=[CH:16][N:15]([C:18]3[CH:23]=[CH:22][C:21]([C:24]([F:27])([F:26])[F:25])=[CH:20][CH:19]=3)[CH:14]=2)[CH2:8][CH2:7]1)=[O:4]. The catalyst class is: 1. (3) Reactant: [Si]([O:8][C:9]1[CH:35]=[CH:34][C:12]([CH2:13][C:14]2[CH:15]=[C:16]([C:21]3([O:32][CH3:33])[C@H:26]([OH:27])[C@@H:25]([OH:28])[C@H:24]([OH:29])[C@@H:23]([CH2:30][OH:31])[O:22]3)[CH:17]=[CH:18][C:19]=2[Cl:20])=[CH:11][CH:10]=1)(C(C)(C)C)(C)C.O.O.O.[F-].C([N+](CCCC)(CCCC)CCCC)CCC. Product: [Cl:20][C:19]1[CH:18]=[CH:17][C:16]([C:21]2([O:32][CH3:33])[C@H:26]([OH:27])[C@@H:25]([OH:28])[C@H:24]([OH:29])[C@@H:23]([CH2:30][OH:31])[O:22]2)=[CH:15][C:14]=1[CH2:13][C:12]1[CH:11]=[CH:10][C:9]([OH:8])=[CH:35][CH:34]=1. The catalyst class is: 7. (4) Reactant: [CH2:1]([C@H:3]1[C@@H:7]([C:8]2[N:12]3[C:13]4[CH:19]=[CH:18][N:17](S(C5C=CC(C)=CC=5)(=O)=O)[C:14]=4[N:15]=[CH:16][C:11]3=[N:10][N:9]=2)[CH2:6][C@H:5]([CH2:30][CH2:31][C:32]#[N:33])[CH2:4]1)[CH3:2].[OH-].[Na+]. Product: [CH2:1]([C@H:3]1[C@@H:7]([C:8]2[N:12]3[C:13]4[CH:19]=[CH:18][NH:17][C:14]=4[N:15]=[CH:16][C:11]3=[N:10][N:9]=2)[CH2:6][C@H:5]([CH2:30][CH2:31][C:32]#[N:33])[CH2:4]1)[CH3:2]. The catalyst class is: 1. (5) Product: [C:32]([O:36][C:37](=[O:42])[NH:38][CH2:39][CH2:40][O:12][C:3]1[C:4]([F:11])=[CH:5][CH:6]=[C:7]([N+:8]([O-:10])=[O:9])[C:2]=1[F:1])([CH3:35])([CH3:34])[CH3:33]. Reactant: [F:1][C:2]1[C:7]([N+:8]([O-:10])=[O:9])=[CH:6][CH:5]=[C:4]([F:11])[C:3]=1[OH:12].C1(P(C2C=CC=CC=2)C2C=CC=CC=2)C=CC=CC=1.[C:32]([O:36][C:37](=[O:42])[NH:38][CH2:39][CH2:40]O)([CH3:35])([CH3:34])[CH3:33].N(C(OCC)=O)=NC(OCC)=O. The catalyst class is: 1. (6) Reactant: [C:1]([O:5][C:6]([N:8]1[C@@H:12]([CH2:13][C:14]2[CH:19]=[CH:18][CH:17]=[CH:16][CH:15]=2)C(CCC#N)O[C:9]1([CH3:25])[CH3:24])=[O:7])([CH3:4])([CH3:3])[CH3:2].[OH-].[K+].C(O)(=O)C[C:30]([CH2:35][C:36]([OH:38])=O)([C:32]([OH:34])=[O:33])O. Product: [C:1]([O:5][C:6]([N:8]1[C@@H:12]([CH2:13][C:14]2[CH:15]=[CH:16][CH:17]=[CH:18][CH:19]=2)[C@H:36]([CH2:35][CH2:30][C:32]([OH:34])=[O:33])[O:38][C:9]1([CH3:25])[CH3:24])=[O:7])([CH3:4])([CH3:2])[CH3:3]. The catalyst class is: 5. (7) Reactant: [N+:1]([C:4]1[CH:5]=[C:6]2[C:10](=[CH:11][CH:12]=1)[N:9]([CH3:13])[CH2:8][C:7]2([CH3:15])[CH3:14])([O-])=O.[OH-].[Na+]. Product: [NH2:1][C:4]1[CH:5]=[C:6]2[C:10](=[CH:11][CH:12]=1)[N:9]([CH3:13])[CH2:8][C:7]2([CH3:15])[CH3:14]. The catalyst class is: 33. (8) Reactant: C[O:2][C:3](=[O:17])[C:4]([NH2:16])([C:8]([C:10]1[CH:11]=[N:12][CH:13]=[CH:14][CH:15]=1)=[O:9])[CH:5]([CH3:7])[CH3:6].C1COCC1.[Li+].[OH-]. Product: [CH3:6][CH:5]([CH3:7])[C:4]([NH2:16])([C:8]([C:10]1[CH:11]=[N:12][CH:13]=[CH:14][CH:15]=1)=[O:9])[C:3]([OH:17])=[O:2]. The catalyst class is: 24.